Dataset: Full USPTO retrosynthesis dataset with 1.9M reactions from patents (1976-2016). Task: Predict the reactants needed to synthesize the given product. (1) Given the product [F:21][C:17]1[C:16]([N+:22]([O-:24])=[O:23])=[C:15]([CH:20]=[CH:19][CH:18]=1)[NH:4][C:3]1[CH:5]=[CH:6][CH:7]=[CH:8][C:2]=1[F:1], predict the reactants needed to synthesize it. The reactants are: [F:1][C:2]1[CH:8]=[CH:7][CH:6]=[CH:5][C:3]=1[NH2:4].C([Li])CCC.F[C:15]1[CH:20]=[CH:19][CH:18]=[C:17]([F:21])[C:16]=1[N+:22]([O-:24])=[O:23]. (2) Given the product [Br:1][CH2:2][CH2:3][CH2:4][CH:8]1[CH2:11][CH2:10][CH2:5][O:6][CH2:7]1, predict the reactants needed to synthesize it. The reactants are: [Br:1][CH2:2][CH2:3][C@H:4]1[CH2:8][CH2:7][O:6][CH2:5]1.O1CCC[CH:11](CCCO)[CH2:10]1.